From a dataset of Catalyst prediction with 721,799 reactions and 888 catalyst types from USPTO. Predict which catalyst facilitates the given reaction. (1) Reactant: C(OC([N:8]1[CH2:20][CH:11]2[C:12]3[CH:13]=[C:14]([Br:19])[S:15][C:16]=3[CH:17]([CH3:18])[CH:10]2[CH2:9]1)=O)(C)(C)C. Product: [Br:19][C:14]1[S:15][C:16]2[CH:17]([CH3:18])[CH:10]3[CH2:9][NH:8][CH2:20][CH:11]3[C:12]=2[CH:13]=1. The catalyst class is: 89. (2) Reactant: [O:1]1[C:5]2([CH2:10][CH2:9][CH:8]([CH2:11][C:12](OCC)=[O:13])[CH2:7][CH2:6]2)[O:4][CH2:3][CH2:2]1.[H-].[H-].[H-].[H-].[Li+].[Al+3]. Product: [O:1]1[C:5]2([CH2:10][CH2:9][CH:8]([CH2:11][CH2:12][OH:13])[CH2:7][CH2:6]2)[O:4][CH2:3][CH2:2]1. The catalyst class is: 28. (3) Product: [NH2:14][C:11]1[O:12][CH2:13][C:9]2([C:15]3[C:5](=[CH:4][CH:3]=[C:2]([C:23]4[CH:24]=[N:25][CH:26]=[C:21]([CH:22]=4)[C:19]#[N:20])[CH:16]=3)[CH2:6][C:7]([CH3:18])([CH3:17])[CH2:8]2)[N:10]=1. Reactant: Br[C:2]1[CH:16]=[C:15]2[C:5]([CH2:6][C:7]([CH3:18])([CH3:17])[CH2:8][C:9]32[CH2:13][O:12][C:11]([NH2:14])=[N:10]3)=[CH:4][CH:3]=1.[C:19]([C:21]1[CH:22]=[C:23](B(O)O)[CH:24]=[N:25][CH:26]=1)#[N:20].C([O-])([O-])=O.[Na+].[Na+]. The catalyst class is: 77. (4) Reactant: [O:1]=[C:2]1[C:8]2=[CH:9][C:10]3[CH:11]=[CH:12][C:13]([C:16]([OH:18])=O)=[CH:14][C:15]=3[N:7]2[CH2:6][CH2:5][CH2:4][NH:3]1.[CH2:19]([C:26]1[O:30][N:29]=[C:28]([NH2:31])[CH:27]=1)[C:20]1[CH:25]=[CH:24][CH:23]=[CH:22][CH:21]=1.P(Cl)(Cl)(Cl)=O.O. Product: [CH2:19]([C:26]1[O:30][N:29]=[C:28]([NH:31][C:16]([C:13]2[CH:12]=[CH:11][C:10]3[CH:9]=[C:8]4[C:2](=[O:1])[NH:3][CH2:4][CH2:5][CH2:6][N:7]4[C:15]=3[CH:14]=2)=[O:18])[CH:27]=1)[C:20]1[CH:21]=[CH:22][CH:23]=[CH:24][CH:25]=1. The catalyst class is: 17. (5) Reactant: Br[C:2]1[S:6][CH:5]=[N:4][C:3]=1[CH3:7].[N:8]1([C:17]([O:19][C:20]([CH3:23])([CH3:22])[CH3:21])=[O:18])[C:16]2[C:11](=[CH:12][CH:13]=[CH:14][CH:15]=2)[CH:10]=[CH:9]1.C([O-])([O-])=O.[Na+].[Na+]. Product: [CH3:7][C:3]1[N:4]=[CH:5][S:6][C:2]=1[C:9]1[N:8]([C:17]([O:19][C:20]([CH3:23])([CH3:22])[CH3:21])=[O:18])[C:16]2[C:11]([CH:10]=1)=[CH:12][CH:13]=[CH:14][CH:15]=2. The catalyst class is: 108. (6) Reactant: [Cl:1][C:2]1[CH:16]=[CH:15][CH:14]=[CH:13][C:3]=1[CH2:4][NH:5][C:6]1[CH:11]=[CH:10][CH:9]=[C:8]([F:12])[N:7]=1.[Br:17]N1C(=O)CCC1=O.C(=O)([O-])[O-].[K+].[K+]. Product: [Br:17][C:9]1[CH:10]=[CH:11][C:6]([NH:5][CH2:4][C:3]2[CH:13]=[CH:14][CH:15]=[CH:16][C:2]=2[Cl:1])=[N:7][C:8]=1[F:12]. The catalyst class is: 10. (7) The catalyst class is: 120. Reactant: [F:1][C:2]1([F:17])[O:6][C:5]2[CH:7]=[CH:8][C:9]([C:11]3([C:14]([OH:16])=O)[CH2:13][CH2:12]3)=[CH:10][C:4]=2[O:3]1.S(Cl)(Cl)=O.[CH3:22][C:23]1[CH:24]=[CH:25][C:26]([NH2:29])=[N:27][CH:28]=1.C(N(CC)CC)C. Product: [F:17][C:2]1([F:1])[O:6][C:5]2[CH:7]=[CH:8][C:9]([C:11]3([C:14]([NH:29][C:26]4[CH:25]=[CH:24][C:23]([CH3:22])=[CH:28][N:27]=4)=[O:16])[CH2:12][CH2:13]3)=[CH:10][C:4]=2[O:3]1.